From a dataset of Catalyst prediction with 721,799 reactions and 888 catalyst types from USPTO. Predict which catalyst facilitates the given reaction. (1) Reactant: Cl[C:2]1[N:12]=[CH:11][CH:10]=[CH:9][C:3]=1[C:4]([O:6][CH2:7]C)=[O:5].C[O-].[Na+].CC1C=CC=C[C:18]=1[O:23]C.C(Cl)(=O)C.[Cl-].[Al+3].[Cl-].[Cl-].Cl. Product: [CH3:18][O:23][C:2]1[N:12]=[CH:11][CH:10]=[CH:9][C:3]=1[C:4]([O:6][CH3:7])=[O:5]. The catalyst class is: 4. (2) Reactant: [Cl:1][C:2]1[CH:3]=[C:4]([C:9]2([C:13](=[O:26])[CH2:14][N:15]3C(=O)C4C(=CC=CC=4)C3=O)[CH2:12][CH2:11][CH2:10]2)[CH:5]=[CH:6][C:7]=1[Cl:8].NN.O. Product: [NH2:15][CH2:14][C:13]([C:9]1([C:4]2[CH:5]=[CH:6][C:7]([Cl:8])=[C:2]([Cl:1])[CH:3]=2)[CH2:12][CH2:11][CH2:10]1)=[O:26]. The catalyst class is: 14. (3) Reactant: Cl.[CH2:2]([C@@H:9]1[CH2:14][N:13]([CH2:15][C:16]2[CH:21]=[CH:20][CH:19]=[CH:18][CH:17]=2)[CH2:12][CH2:11][N:10]1[C:22]([C:24]1[CH:28]=[CH:27][N:26]([CH2:29][C:30](O)=[O:31])[C:25]=1[C:33]1[CH:38]=[CH:37][CH:36]=[CH:35][CH:34]=1)=[O:23])[C:3]1[CH:8]=[CH:7][CH:6]=[CH:5][CH:4]=1.[NH2:39][CH2:40][CH2:41][CH2:42][CH2:43][OH:44].CCN=C=NCCCN(C)C.Cl.C1C=CC2N(O)N=NC=2C=1.C(=O)(O)[O-].[Na+]. Product: [CH2:2]([C@@H:9]1[CH2:14][N:13]([CH2:15][C:16]2[CH:17]=[CH:18][CH:19]=[CH:20][CH:21]=2)[CH2:12][CH2:11][N:10]1[C:22]([C:24]1[CH:28]=[CH:27][N:26]([CH2:29][C:30]([NH:39][CH2:40][CH2:41][CH2:42][CH2:43][OH:44])=[O:31])[C:25]=1[C:33]1[CH:38]=[CH:37][CH:36]=[CH:35][CH:34]=1)=[O:23])[C:3]1[CH:4]=[CH:5][CH:6]=[CH:7][CH:8]=1. The catalyst class is: 3. (4) Reactant: Cl.[NH2:2][CH2:3][C:4]1[CH:13]=[CH:12][CH:11]=[C:10]2[C:5]=1[C:6](=[O:23])[N:7]([CH:15]1[CH2:20][CH2:19][C:18](=[O:21])[NH:17][C:16]1=[O:22])[C:8]([CH3:14])=[N:9]2.[C:24](Cl)(=[O:31])[C:25]1[CH:30]=[CH:29][CH:28]=[CH:27][CH:26]=1.C(N(CC)C(C)C)(C)C. Product: [O:22]=[C:16]1[CH:15]([N:7]2[C:6](=[O:23])[C:5]3[C:10](=[CH:11][CH:12]=[CH:13][C:4]=3[CH2:3][NH:2][C:24](=[O:31])[C:25]3[CH:30]=[CH:29][CH:28]=[CH:27][CH:26]=3)[N:9]=[C:8]2[CH3:14])[CH2:20][CH2:19][C:18](=[O:21])[NH:17]1. The catalyst class is: 10. (5) Reactant: [NH2:1][C:2]1[CH:21]=[CH:20][C:5]([O:6][CH:7]2[CH2:12][CH2:11][N:10]([C:13]([O:15][C:16]([CH3:19])([CH3:18])[CH3:17])=[O:14])[CH2:9][CH2:8]2)=[CH:4][C:3]=1[F:22].C(N(CC)CC)C.[Cl:30][CH2:31][C:32](Cl)=[O:33]. Product: [Cl:30][CH2:31][C:32]([NH:1][C:2]1[CH:21]=[CH:20][C:5]([O:6][CH:7]2[CH2:8][CH2:9][N:10]([C:13]([O:15][C:16]([CH3:19])([CH3:17])[CH3:18])=[O:14])[CH2:11][CH2:12]2)=[CH:4][C:3]=1[F:22])=[O:33]. The catalyst class is: 4. (6) Reactant: [O:1]([C:8]1[CH:13]=[CH:12][C:11]([C:14]2[NH:15][C:16]3[CH:22]=[C:21]([C:23]([O:25]CC)=[O:24])[CH:20]=[CH:19][C:17]=3[N:18]=2)=[CH:10][CH:9]=1)[C:2]1[CH:7]=[CH:6][CH:5]=[CH:4][CH:3]=1.O.[OH-].[Li+]. Product: [O:1]([C:8]1[CH:9]=[CH:10][C:11]([C:14]2[NH:15][C:16]3[CH:22]=[C:21]([C:23]([OH:25])=[O:24])[CH:20]=[CH:19][C:17]=3[N:18]=2)=[CH:12][CH:13]=1)[C:2]1[CH:3]=[CH:4][CH:5]=[CH:6][CH:7]=1. The catalyst class is: 20.